Dataset: Reaction yield outcomes from USPTO patents with 853,638 reactions. Task: Predict the reaction yield, written as a fraction of the theoretical maximum amount of product (1.0 means a 100% yield; for example, 0.34 means a 34% yield). (1) The yield is 0.710. The catalyst is C1COCC1.[Ir+].ClC1CCC=CCCC=1. The product is [C:38]([NH:41][C:42]([CH:54]1[CH2:55][CH2:56][N:57]([C:60]([O:62][CH2:63][C:64]2[CH:69]=[CH:68][CH:67]=[CH:66][CH:65]=2)=[O:61])[CH2:58][CH2:59]1)([CH2:50][CH2:51][CH2:52][CH2:53][B:32]1[O:33][C:34]([CH3:36])([CH3:35])[C:30]([CH3:37])([CH3:29])[O:31]1)[C:43]([NH:45][C:46]([CH3:49])([CH3:47])[CH3:48])=[O:44])(=[O:40])[CH3:39]. The reactants are C1(P(C2C=CC=CC=2)CCP(C2C=CC=CC=2)C2C=CC=CC=2)C=CC=CC=1.[CH3:29][C:30]1([CH3:37])[C:34]([CH3:36])([CH3:35])[O:33][BH:32][O:31]1.[C:38]([NH:41][C:42]([CH:54]1[CH2:59][CH2:58][N:57]([C:60]([O:62][CH2:63][C:64]2[CH:69]=[CH:68][CH:67]=[CH:66][CH:65]=2)=[O:61])[CH2:56][CH2:55]1)([CH2:50][CH2:51][CH:52]=[CH2:53])[C:43]([NH:45][C:46]([CH3:49])([CH3:48])[CH3:47])=[O:44])(=[O:40])[CH3:39]. (2) The reactants are [NH2:1][CH2:2][CH2:3][C:4]1[C:12]2[C:7](=[CH:8][CH:9]=[CH:10][CH:11]=2)[NH:6][CH:5]=1.C([O:17][C:18](=[O:55])[CH2:19][CH:20]([NH:24][C:25](=[O:54])[CH:26]([S:34]C(C1C=CC=CC=1)(C1C=CC=CC=1)C1C=CC=CC=1)[CH2:27][C:28]1[CH:33]=[CH:32][CH:31]=[CH:30][CH:29]=1)[C:21](O)=[O:22])(C)(C)C. No catalyst specified. The product is [NH:6]1[C:7]2[C:12](=[CH:11][CH:10]=[CH:9][CH:8]=2)[C:4]([CH2:3][CH2:2][NH:1][C:21](=[O:22])[CH:20]([NH:24][C:25](=[O:54])[CH:26]([SH:34])[CH2:27][C:28]2[CH:33]=[CH:32][CH:31]=[CH:30][CH:29]=2)[CH2:19][C:18]([OH:55])=[O:17])=[CH:5]1. The yield is 0.390. (3) The reactants are [OH:1][CH:2]1[C:6](=[CH2:7])[CH2:5][N:4]([C:8]([O:10][C:11]([CH3:14])([CH3:13])[CH3:12])=[O:9])[CH2:3]1.[H-].[Na+].[CH3:17]I. The catalyst is C1COCC1. The product is [CH3:17][O:1][CH:2]1[C:6](=[CH2:7])[CH2:5][N:4]([C:8]([O:10][C:11]([CH3:14])([CH3:13])[CH3:12])=[O:9])[CH2:3]1. The yield is 0.600. (4) The product is [Cl:1][C:2]1[CH:3]=[N:4][C:5]2[CH:6]([OH:11])[CH2:7][CH2:8][C:9]=2[CH:10]=1. The reactants are [Cl:1][C:2]1[CH:3]=[N:4][C:5]2[CH:6]([O:11]C(=O)C)[CH2:7][CH2:8][C:9]=2[CH:10]=1.[OH-].[Na+].CCCCCCC.C(OCC)(=O)C. The catalyst is CO.O. The yield is 0.910. (5) The reactants are C([Si](C)(C)[O:6][CH2:7][C:8]#[C:9][C:10]1[CH:11]=[C:12]([CH:15]=[C:16]([C:18]([C:20]2[C:25]([CH:26]([CH3:28])[CH3:27])=[C:24]([O:29]C)[N:23]=[C:22]([CH3:31])[C:21]=2[CH2:32][CH:33]2[CH2:35][CH2:34]2)=[O:19])[CH:17]=1)[C:13]#[N:14])(C)(C)C.C(#N)C.[OH-].[NH4+]. The catalyst is C(Br)(=O)C.CO. The product is [CH:33]1([CH2:32][C:21]2[C:20]([C:18]([C:16]3[CH:15]=[C:12]([CH:11]=[C:10]([C:9]#[C:8][CH2:7][OH:6])[CH:17]=3)[C:13]#[N:14])=[O:19])=[C:25]([CH:26]([CH3:28])[CH3:27])[C:24](=[O:29])[NH:23][C:22]=2[CH3:31])[CH2:35][CH2:34]1. The yield is 0.840.